Task: Predict which catalyst facilitates the given reaction.. Dataset: Catalyst prediction with 721,799 reactions and 888 catalyst types from USPTO (1) Reactant: [CH2:1](O)/[CH:2]=[CH:3]/[CH2:4][CH3:5].[CH3:7][C:8]([O:11][C:12]([NH:14][C:15]([O:17][C:18]([CH3:21])([CH3:20])[CH3:19])=[O:16])=[O:13])([CH3:10])[CH3:9].C1C=CC(P(C2C=CC=CC=2)C2C=CC=CC=2)=CC=1.CC(OC(/N=N/C(OC(C)C)=O)=O)C. Product: [CH3:10][C:8]([O:11][C:12]([N:14](/[CH:1]=[CH:2]/[CH2:3][CH2:4][CH3:5])[C:15]([O:17][C:18]([CH3:21])([CH3:20])[CH3:19])=[O:16])=[O:13])([CH3:7])[CH3:9]. The catalyst class is: 1. (2) Reactant: O[O:2][S:3]([O-:5])=O.[K+].[CH2:7]([O:9][C:10](=[O:27])/[C:11](/[C:19]1[CH:24]=[CH:23][C:22](SC)=[CH:21][CH:20]=1)=[CH:12]/[CH:13]1[CH2:18][CH2:17][CH2:16][CH2:15][CH2:14]1)[CH3:8].[CH3:28]C(C)=O. Product: [CH2:7]([O:9][C:10](=[O:27])/[C:11](/[C:19]1[CH:24]=[CH:23][C:22]([S:3]([CH3:28])(=[O:5])=[O:2])=[CH:21][CH:20]=1)=[CH:12]/[CH:13]1[CH2:18][CH2:17][CH2:16][CH2:15][CH2:14]1)[CH3:8]. The catalyst class is: 6.